Dataset: NCI-60 drug combinations with 297,098 pairs across 59 cell lines. Task: Regression. Given two drug SMILES strings and cell line genomic features, predict the synergy score measuring deviation from expected non-interaction effect. (1) Drug 1: C1CCC(CC1)NC(=O)N(CCCl)N=O. Drug 2: CC1CCC2CC(C(=CC=CC=CC(CC(C(=O)C(C(C(=CC(C(=O)CC(OC(=O)C3CCCCN3C(=O)C(=O)C1(O2)O)C(C)CC4CCC(C(C4)OC)OCCO)C)C)O)OC)C)C)C)OC. Cell line: SK-OV-3. Synergy scores: CSS=10.4, Synergy_ZIP=-10.0, Synergy_Bliss=-12.8, Synergy_Loewe=-14.3, Synergy_HSA=-10.2. (2) Drug 1: C1=CC(=CC=C1C#N)C(C2=CC=C(C=C2)C#N)N3C=NC=N3. Drug 2: CS(=O)(=O)CCNCC1=CC=C(O1)C2=CC3=C(C=C2)N=CN=C3NC4=CC(=C(C=C4)OCC5=CC(=CC=C5)F)Cl. Cell line: MDA-MB-231. Synergy scores: CSS=-5.50, Synergy_ZIP=1.10, Synergy_Bliss=-1.02, Synergy_Loewe=-7.72, Synergy_HSA=-7.59. (3) Cell line: T-47D. Synergy scores: CSS=59.1, Synergy_ZIP=4.74, Synergy_Bliss=4.50, Synergy_Loewe=4.40, Synergy_HSA=8.31. Drug 2: C1CC(C1)(C2=CC=C(C=C2)C3=C(C=C4C(=N3)C=CN5C4=NNC5=O)C6=CC=CC=C6)N. Drug 1: C1=CC=C(C=C1)NC(=O)CCCCCCC(=O)NO.